Dataset: Full USPTO retrosynthesis dataset with 1.9M reactions from patents (1976-2016). Task: Predict the reactants needed to synthesize the given product. (1) Given the product [ClH:26].[Cl:26][C:23]1[CH:22]=[CH:21][C:20]2[C:25](=[C:16]([C:8]3[NH:7][C:6]4[N:5]=[CH:2][NH:3][C:11](=[O:13])[C:10]=4[CH:9]=3)[CH:17]=[CH:18][CH:19]=2)[N:24]=1, predict the reactants needed to synthesize it. The reactants are: Cl.[CH:2](N)=[NH:3].[NH2:5][C:6]1[NH:7][C:8]([C:16]2[CH:17]=[CH:18][CH:19]=[C:20]3[C:25]=2[N:24]=[C:23]([Cl:26])[CH:22]=[CH:21]3)=[CH:9][C:10]=1[C:11]([O:13]CC)=O. (2) Given the product [CH3:7][C:8]1([CH3:51])[O:13][C:12]2[CH:14]=[CH:15][C:16]([C@@H:18]([OH:22])[CH2:19][NH:20][CH2:24][CH2:25][CH2:26][CH2:27][CH2:28][CH2:29][O:30][CH2:31][CH2:32][O:33][CH2:34][C:35]3[CH:36]=[C:37]([NH:41][C:42]([NH:44][C:45]4[CH:46]=[CH:47][CH:48]=[CH:49][CH:50]=4)=[O:43])[CH:38]=[CH:39][CH:40]=3)=[CH:17][C:11]=2[CH2:10][O:9]1, predict the reactants needed to synthesize it. The reactants are: C[Si](C)(C)[O-].[K+].[CH3:7][C:8]1([CH3:51])[O:13][C:12]2[CH:14]=[CH:15][C:16]([C@H:18]3[O:22]C(=O)[N:20]([CH2:24][CH2:25][CH2:26][CH2:27][CH2:28][CH2:29][O:30][CH2:31][CH2:32][O:33][CH2:34][C:35]4[CH:36]=[C:37]([NH:41][C:42]([NH:44][C:45]5[CH:50]=[CH:49][CH:48]=[CH:47][CH:46]=5)=[O:43])[CH:38]=[CH:39][CH:40]=4)[CH2:19]3)=[CH:17][C:11]=2[CH2:10][O:9]1.P([O-])([O-])([O-])=O. (3) Given the product [Cl:13][C:14]1[CH:19]=[CH:18][C:17]([C:20](=[O:30])[NH:21][CH2:22][C:23]2[CH:28]=[CH:27][CH:26]=[C:25]([Cl:29])[CH:24]=2)=[CH:16][C:15]=1[NH:31][C:32]([C:34]1[C:47](=[O:48])[NH:46][C:37]2[N:38]=[C:39]([O:10][CH2:9][CH2:8][CH2:7][N:1]3[CH2:6][CH2:5][O:4][CH2:3][CH2:2]3)[N:40]=[CH:41][C:36]=2[CH:35]=1)=[O:33], predict the reactants needed to synthesize it. The reactants are: [N:1]1([CH2:7][CH2:8][CH2:9][OH:10])[CH2:6][CH2:5][O:4][CH2:3][CH2:2]1.[H-].[Na+].[Cl:13][C:14]1[CH:19]=[CH:18][C:17]([C:20](=[O:30])[NH:21][CH2:22][C:23]2[CH:28]=[CH:27][CH:26]=[C:25]([Cl:29])[CH:24]=2)=[CH:16][C:15]=1[NH:31][C:32]([C:34]1[C:47](=[O:48])[NH:46][C:37]2[N:38]=[C:39](S(C)(=O)=O)[N:40]=[CH:41][C:36]=2[CH:35]=1)=[O:33]. (4) Given the product [CH3:25][N:17]([CH:14]1[CH2:15][CH2:16][N:12]([S:9]([C:3]2[CH:4]=[CH:5][CH:6]=[CH:7][CH:8]=2)(=[O:10])=[O:11])[CH2:13]1)[C:18](=[O:24])[O:19][C:20]([CH3:21])([CH3:23])[CH3:22], predict the reactants needed to synthesize it. The reactants are: [H-].[Na+].[C:3]1([S:9]([N:12]2[CH2:16][CH2:15][CH:14]([NH:17][C:18](=[O:24])[O:19][C:20]([CH3:23])([CH3:22])[CH3:21])[CH2:13]2)(=[O:11])=[O:10])[CH:8]=[CH:7][CH:6]=[CH:5][CH:4]=1.[CH3:25]I.O. (5) Given the product [C:1]([C:3]1[CH:4]=[C:5]([C:19]2[S:23][C:22]([C:24]([OH:26])=[O:25])=[CH:21][CH:20]=2)[CH:6]=[N:7][CH:8]=1)#[N:2], predict the reactants needed to synthesize it. The reactants are: [C:1]([C:3]1[CH:4]=[C:5](B2OC(C)(C)C(C)(C)O2)[CH:6]=[N:7][CH:8]=1)#[N:2].Br[C:19]1[S:23][C:22]([C:24]([OH:26])=[O:25])=[CH:21][CH:20]=1.C([O-])([O-])=O.[Na+].[Na+].O. (6) Given the product [NH3:6].[CH2:20]([CH:3]([CH2:1][CH3:2])[C:4]([NH:6][C:7]1[CH:12]=[CH:11][C:10]([N:13]2[CH2:14][CH2:15][N:16]([CH:29]([C:37]3[CH:42]=[CH:41][CH:40]=[CH:39][CH:38]=3)[C:30](=[O:31])[N:32]3[CH2:33][CH2:34][CH2:35][CH2:36]3)[CH2:17][CH2:18]2)=[C:9]([F:19])[CH:8]=1)=[O:5])[CH3:21], predict the reactants needed to synthesize it. The reactants are: [CH2:1]([CH:3]([CH2:20][CH3:21])[C:4]([NH:6][C:7]1[CH:12]=[CH:11][C:10]([N:13]2[CH2:18][CH2:17][NH:16][CH2:15][CH2:14]2)=[C:9]([F:19])[CH:8]=1)=[O:5])[CH3:2].C([O-])([O-])=O.[Na+].[Na+].Br[CH:29]([C:37]1[CH:42]=[CH:41][CH:40]=[CH:39][CH:38]=1)[C:30]([N:32]1[CH2:36][CH2:35][CH2:34][CH2:33]1)=[O:31]. (7) Given the product [CH2:1]([N:3]1[CH2:7][CH2:6][C@H:5]([C:8]([NH:32][CH2:33][C:34]2[CH:39]=[C:38]([F:40])[CH:37]=[CH:36][C:35]=2[S:41]([NH:44][C:45]2[C:54]([C:55]([O:57][CH3:58])=[O:56])=[C:53]3[C:48]([C@H:49]4[CH2:59][C@H:50]4[CH2:51][O:52]3)=[CH:47][CH:46]=2)(=[O:42])=[O:43])=[O:10])[CH2:4]1)[CH3:2], predict the reactants needed to synthesize it. The reactants are: [CH2:1]([N:3]1[CH2:7][CH2:6][C@H:5]([C:8]([OH:10])=O)[CH2:4]1)[CH3:2].C1C=CC2N(O)N=NC=2C=1.CCN=C=NCCCN(C)C.[NH2:32][CH2:33][C:34]1[CH:39]=[C:38]([F:40])[CH:37]=[CH:36][C:35]=1[S:41]([NH:44][C:45]1[C:54]([C:55]([O:57][CH3:58])=[O:56])=[C:53]2[C:48]([C@H:49]3[CH2:59][C@H:50]3[CH2:51][O:52]2)=[CH:47][CH:46]=1)(=[O:43])=[O:42]. (8) Given the product [F:29][C:23]1[CH:24]=[C:25]([F:28])[CH:26]=[CH:27][C:22]=1[C:19]1[CH:18]=[CH:17][C:16]([O:15][CH2:14][C:10]2[CH:9]=[C:8]([NH:7][C:6]([C@H:38]3[CH2:42][CH2:41][CH2:40][C@H:39]3[C:43]([OH:45])=[O:44])=[O:5])[CH:13]=[CH:12][CH:11]=2)=[CH:21][CH:20]=1, predict the reactants needed to synthesize it. The reactants are: C([O:5][C:6](=O)[NH:7][C:8]1[CH:13]=[CH:12][CH:11]=[C:10]([CH2:14][O:15][C:16]2[CH:21]=[CH:20][C:19]([C:22]3[CH:27]=[CH:26][C:25]([F:28])=[CH:24][C:23]=3[F:29])=[CH:18][CH:17]=2)[CH:9]=1)(C)(C)C.C(N(CC)CC)C.[C@@H:38]1(C(O)=O)[CH2:42][CH2:41][CH2:40][C@@H:39]1[C:43]([OH:45])=[O:44].CN(C(ON1N=NC2C=CC=NC1=2)=[N+](C)C)C.F[P-](F)(F)(F)(F)F. (9) Given the product [CH3:1][C:2]1[N:6]=[C:5]([C:7]2[C:8]3[CH2:26][CH2:25][CH2:24][CH2:23][C:9]=3[S:10][C:11]=2[NH:12][C:38]([C:28]2[CH:27]3[CH2:34][CH2:33][CH:30]([CH2:31][CH2:32]3)[C:29]=2[C:35]([OH:37])=[O:36])=[O:39])[S:4][N:3]=1, predict the reactants needed to synthesize it. The reactants are: [CH3:1][C:2]1[N:6]=[C:5]([C:7]2[C:8]3[CH2:26][CH2:25][CH2:24][CH2:23][C:9]=3[S:10][C:11]=2[NH:12]C(C2CCCC=2C(O)=O)=O)[S:4][N:3]=1.[CH:27]12[CH2:34][CH2:33][CH:30]([CH2:31][CH2:32]1)[C:29]1[C:35]([O:37][C:38](=[O:39])[C:28]2=1)=[O:36]. (10) Given the product [OH:44][CH:41]([CH2:40][OH:45])[CH2:42][N:34]1[CH2:33][CH2:32][C:31]2[C:36](=[CH:37][CH:38]=[C:29]([C:26]3[N:25]=[C:24]([C:21]4[CH:22]=[CH:23][C:16]([O:15][CH:13]([CH3:12])[CH3:14])=[C:17]([CH:20]=4)[C:18]#[N:19])[O:28][N:27]=3)[C:30]=2[CH3:39])[CH2:35]1, predict the reactants needed to synthesize it. The reactants are: C(O)(=O)C.FC(F)(F)C(O)=O.[CH3:12][CH:13]([O:15][C:16]1[CH:23]=[CH:22][C:21]([C:24]2[O:28][N:27]=[C:26]([C:29]3[C:30]([CH3:39])=[C:31]4[C:36](=[CH:37][CH:38]=3)[CH2:35][NH:34][CH2:33][CH2:32]4)[N:25]=2)=[CH:20][C:17]=1[C:18]#[N:19])[CH3:14].[CH2:40]([OH:45])[CH:41]([OH:44])[CH:42]=O.C(O[BH-](OC(=O)C)OC(=O)C)(=O)C.[Na+].C(=O)([O-])O.[Na+].